Dataset: Full USPTO retrosynthesis dataset with 1.9M reactions from patents (1976-2016). Task: Predict the reactants needed to synthesize the given product. (1) Given the product [Br:33][C:6]1[C:7]([O:9][CH2:10][C:11]2[S:15][C:14]([C:16]3[CH:17]=[CH:18][C:19]([C:22]([F:25])([F:23])[F:24])=[CH:20][CH:21]=3)=[N:13][C:12]=2[CH3:26])=[CH:8][C:3]([O:2][CH3:1])=[C:4]([C:27]2[NH:31][C:30](=[O:32])[O:29][N:28]=2)[CH:5]=1, predict the reactants needed to synthesize it. The reactants are: [CH3:1][O:2][C:3]1[CH:8]=[C:7]([O:9][CH2:10][C:11]2[S:15][C:14]([C:16]3[CH:21]=[CH:20][C:19]([C:22]([F:25])([F:24])[F:23])=[CH:18][CH:17]=3)=[N:13][C:12]=2[CH3:26])[CH:6]=[CH:5][C:4]=1[C:27]1[NH:31][C:30](=[O:32])[O:29][N:28]=1.[Br:33]N1C(=O)CCC1=O. (2) Given the product [BrH:11].[Br:11][CH2:9][CH2:8][CH2:7][C:4]1[CH:5]=[CH:6][N:1]=[CH:2][CH:3]=1, predict the reactants needed to synthesize it. The reactants are: [N:1]1[CH:6]=[CH:5][C:4]([CH2:7][CH2:8][CH2:9]O)=[CH:3][CH:2]=1.[BrH:11]. (3) Given the product [Cl:17][C:14]1[CH:15]=[C:16]2[C:11]([CH:10]=[CH:9][NH:8]2)=[C:12]([CH2:18][N:19]2[C:23]3[CH:24]=[CH:25][CH:26]=[CH:27][C:22]=3[N:21]([CH2:28][CH2:29][C:30]([OH:32])=[O:31])[C:20]2=[O:34])[CH:13]=1, predict the reactants needed to synthesize it. The reactants are: C(OC([N:8]1[C:16]2[C:11](=[C:12]([CH2:18][N:19]3[C:23]4[CH:24]=[CH:25][CH:26]=[CH:27][C:22]=4[N:21]([CH2:28][CH2:29][C:30]([O:32]C)=[O:31])[C:20]3=[O:34])[CH:13]=[C:14]([Cl:17])[CH:15]=2)[CH:10]=[CH:9]1)=O)(C)(C)C.[OH-].[Li+].Cl.